From a dataset of Reaction yield outcomes from USPTO patents with 853,638 reactions. Predict the reaction yield, written as a fraction of the theoretical maximum amount of product (1.0 means a 100% yield; for example, 0.34 means a 34% yield). (1) The reactants are [OH:1][CH2:2][CH2:3][NH:4][CH2:5][C:6]1[CH:7]=[C:8]([CH3:15])[CH:9]=[C:10]2[C:14]=1[NH:13][CH:12]=[CH:11]2.C(=O)([O-])[O-].[K+].[K+].[C:22](O[C:22]([O:24][C:25]([CH3:28])([CH3:27])[CH3:26])=[O:23])([O:24][C:25]([CH3:28])([CH3:27])[CH3:26])=[O:23].O. The catalyst is O1CCCC1. The product is [C:25]([O:24][C:22]([N:4]([CH2:5][C:6]1[CH:7]=[C:8]([CH3:15])[CH:9]=[C:10]2[C:14]=1[NH:13][CH:12]=[CH:11]2)[CH2:3][CH2:2][OH:1])=[O:23])([CH3:28])([CH3:27])[CH3:26]. The yield is 0.920. (2) The reactants are [CH:1]1([C:4]2[C:13]3[C:8](=[CH:9][CH:10]=[CH:11][CH:12]=3)[C:7]([N:14]=[C:15]=[S:16])=[CH:6][CH:5]=2)[CH2:3][CH2:2]1.Cl.[NH2:18][NH:19][C:20](N)=[NH:21].C(N(C(C)C)CC)(C)C. The catalyst is CN(C)C=O. The product is [NH2:21][C:20]1[N:14]([C:7]2[C:8]3[C:13](=[CH:12][CH:11]=[CH:10][CH:9]=3)[C:4]([CH:1]3[CH2:3][CH2:2]3)=[CH:5][CH:6]=2)[C:15]([SH:16])=[N:18][N:19]=1. The yield is 0.440. (3) The reactants are [N-:1]=[N+:2]=[N-:3].[Na+].[C:5]([O:9][C:10](=[O:27])[C:11]1[C:16]([NH:17][C:18]2[CH:23]=[CH:22][C:21]([Br:24])=[CH:20][C:19]=2[Cl:25])=[CH:15][C:14](Cl)=[N:13][CH:12]=1)([CH3:8])([CH3:7])[CH3:6]. The catalyst is CN(C=O)C.CCOC(C)=O. The product is [C:5]([O:9][C:10](=[O:27])[C:11]1[C:16]([NH:17][C:18]2[CH:23]=[CH:22][C:21]([Br:24])=[CH:20][C:19]=2[Cl:25])=[CH:15][C:14]([N:1]=[N+:2]=[N-:3])=[N:13][CH:12]=1)([CH3:8])([CH3:6])[CH3:7]. The yield is 0.430. (4) The reactants are [N:1]1([C:7]2[CH:16]=[CH:15][CH:14]=[C:13]3[C:8]=2[C:9]([NH2:18])=[N:10][C:11]([NH2:17])=[N:12]3)[CH2:6][CH2:5][NH:4][CH2:3][CH2:2]1.[F:19][C:20]1[CH:27]=[C:26]([F:28])[CH:25]=[CH:24][C:21]=1[CH2:22]Br. No catalyst specified. The product is [F:19][C:20]1[CH:27]=[C:26]([F:28])[CH:25]=[CH:24][C:21]=1[CH2:22][N:4]1[CH2:5][CH2:6][N:1]([C:7]2[CH:16]=[CH:15][CH:14]=[C:13]3[C:8]=2[C:9]([NH2:18])=[N:10][C:11]([NH2:17])=[N:12]3)[CH2:2][CH2:3]1. The yield is 0.880.